Dataset: Forward reaction prediction with 1.9M reactions from USPTO patents (1976-2016). Task: Predict the product of the given reaction. Given the reactants C1(C)C=CC(S([CH2:10][N+:11]#[C-])(=O)=O)=CC=1.C(O)(C)(C)C.[CH3:19][C:20]1([CH3:27])[CH2:25][C:24](=O)[CH2:23][CH2:22][O:21]1.CC(C)([O-])C.[K+], predict the reaction product. The product is: [CH3:19][C:20]1([CH3:27])[CH2:25][CH:24]([C:10]#[N:11])[CH2:23][CH2:22][O:21]1.